This data is from Reaction yield outcomes from USPTO patents with 853,638 reactions. The task is: Predict the reaction yield, written as a fraction of the theoretical maximum amount of product (1.0 means a 100% yield; for example, 0.34 means a 34% yield). (1) The reactants are [K+].[Br-].[I:3][C:4]1[CH:5]=[C:6]2[C:11](=[CH:12][CH:13]=1)[N:10]=[C:9]([C:14](OCC)=O)[CH:8]=[CH:7]2.C(N(CC)CCN[C:25](C1N=C2C=CC=CN2C=1)=[O:26])C.Cl.C(N(CC)CCNC(C1NC2C(C=1)=[CH:53][C:52]([I:56])=[CH:51]C=2)=O)C.C(N(CC)CCN[C:65](C1N=C2C=CC=CN2C=1[Sn](CCCC)(CCCC)CCCC)=[O:66])C. The catalyst is ClCCl. The product is [I:56][C:52]1[CH:51]=[CH:14][C:9]2[C:8](=[C:7]([C:65]([O:26][CH3:25])=[O:66])[C:6]3[C:11]([N:10]=2)=[CH:12][CH:13]=[C:4]([I:3])[CH:5]=3)[CH:53]=1. The yield is 0.0600. (2) The reactants are [O:1]1[CH2:6][CH2:5][O:4][C:3]2[CH:7]=[C:8]([NH:11][C:12]3[C:13]4[CH2:21][NH:20][CH2:19][CH2:18][C:14]=4[N:15]=[CH:16][N:17]=3)[CH:9]=[CH:10][C:2]1=2.[C:22]1([CH3:31])[CH:27]=[CH:26][CH:25]=[C:24](B(O)O)[CH:23]=1.C(N(CC)CC)C. The catalyst is C1COCC1.CC([O-])=O.CC([O-])=O.[Cu+2]. The product is [O:1]1[CH2:6][CH2:5][O:4][C:3]2[CH:7]=[C:8]([NH:11][C:12]3[C:13]4[CH2:21][N:20]([C:24]5[CH:23]=[C:22]([CH3:31])[CH:27]=[CH:26][CH:25]=5)[CH2:19][CH2:18][C:14]=4[N:15]=[CH:16][N:17]=3)[CH:9]=[CH:10][C:2]1=2. The yield is 0.0960. (3) The reactants are C([O:8][C:9]1[CH:10]=[CH:11][C:12]2[C:13]3[N:21]=[C:20]([C:22]4[CH:27]=[CH:26][CH:25]=[CH:24][CH:23]=4)[CH:19]=[C:18]([C:28]([NH2:30])=[O:29])[C:14]=3[NH:15][C:16]=2[CH:17]=1)C1C=CC=CC=1.C([O-])=O.[NH4+]. The catalyst is C(O)C.[Pd]. The product is [OH:8][C:9]1[CH:10]=[CH:11][C:12]2[C:13]3[N:21]=[C:20]([C:22]4[CH:27]=[CH:26][CH:25]=[CH:24][CH:23]=4)[CH:19]=[C:18]([C:28]([NH2:30])=[O:29])[C:14]=3[NH:15][C:16]=2[CH:17]=1. The yield is 0.970. (4) The reactants are Br[C:2]1[CH:3]=[N:4][CH:5]=[C:6]([C:8]2[CH:13]=[CH:12][CH:11]=[CH:10][CH:9]=2)[CH:7]=1.C([Mg]Cl)(C)C.[O:19]=[C:20]1[CH2:26][CH:25]2[CH2:27][CH:21]1[CH2:22][N:23]([C:28]([O:30][CH2:31][CH3:32])=[O:29])[CH2:24]2. The catalyst is C1COCC1. The product is [OH:19][C:20]1([C:2]2[CH:3]=[N:4][CH:5]=[C:6]([C:8]3[CH:13]=[CH:12][CH:11]=[CH:10][CH:9]=3)[CH:7]=2)[CH2:26][CH:25]2[CH2:27][CH:21]1[CH2:22][N:23]([C:28]([O:30][CH2:31][CH3:32])=[O:29])[CH2:24]2. The yield is 0.130. (5) The reactants are C[O:2][C:3]1[CH:8]([CH2:9][CH2:10][CH:11]([CH3:13])[CH3:12])[C:7]([O:14]C)=[CH:6][CH2:5][CH:4]=1.Cl. The catalyst is O. The product is [CH3:12][CH:11]([CH3:13])[CH2:10][CH2:9][CH:8]1[C:7](=[O:14])[CH2:6][CH2:5][CH2:4][C:3]1=[O:2]. The yield is 0.934. (6) The reactants are F.F.F.C(N(CC)CC)C.C(N(CC)CC)C.[Si]([O:35][CH2:36][C@H:37]1[O:41][C@@H:40]([N:42]2[CH:49]=[C:48]([CH3:50])[C:46](=[O:47])[NH:45][C:43]2=[O:44])[C@H:39]([O:51][CH2:52][CH2:53][O:54][N:55]([CH3:57])[CH3:56])[C@@H:38]1[OH:58])(C(C)(C)C)(C1C=CC=CC=1)C1C=CC=CC=1.CO. The catalyst is C1COCC1.C(Cl)Cl. The product is [CH3:56][N:55]([CH3:57])[O:54][CH2:53][CH2:52][O:51][C@@H:39]1[C@H:38]([OH:58])[C@@H:37]([CH2:36][OH:35])[O:41][C@H:40]1[N:42]1[CH:49]=[C:48]([CH3:50])[C:46](=[O:47])[NH:45][C:43]1=[O:44]. The yield is 0.925.